This data is from NCI-60 drug combinations with 297,098 pairs across 59 cell lines. The task is: Regression. Given two drug SMILES strings and cell line genomic features, predict the synergy score measuring deviation from expected non-interaction effect. Drug 1: CN(CCCl)CCCl.Cl. Drug 2: CC1C(C(CC(O1)OC2CC(CC3=C2C(=C4C(=C3O)C(=O)C5=CC=CC=C5C4=O)O)(C(=O)C)O)N)O. Cell line: TK-10. Synergy scores: CSS=53.3, Synergy_ZIP=-1.94, Synergy_Bliss=-1.42, Synergy_Loewe=-10.1, Synergy_HSA=-0.221.